Dataset: NCI-60 drug combinations with 297,098 pairs across 59 cell lines. Task: Regression. Given two drug SMILES strings and cell line genomic features, predict the synergy score measuring deviation from expected non-interaction effect. (1) Drug 1: C1=CC=C(C=C1)NC(=O)CCCCCCC(=O)NO. Drug 2: C1=CC=C(C(=C1)C(C2=CC=C(C=C2)Cl)C(Cl)Cl)Cl. Cell line: NCI-H460. Synergy scores: CSS=27.7, Synergy_ZIP=-8.03, Synergy_Bliss=-3.39, Synergy_Loewe=-65.0, Synergy_HSA=-3.48. (2) Drug 1: C1=CC(=CC=C1C#N)C(C2=CC=C(C=C2)C#N)N3C=NC=N3. Drug 2: CC1=CC=C(C=C1)C2=CC(=NN2C3=CC=C(C=C3)S(=O)(=O)N)C(F)(F)F. Cell line: MOLT-4. Synergy scores: CSS=7.70, Synergy_ZIP=-2.33, Synergy_Bliss=6.54, Synergy_Loewe=4.84, Synergy_HSA=5.34. (3) Drug 1: CC1=C2C(C(=O)C3(C(CC4C(C3C(C(C2(C)C)(CC1OC(=O)C(C(C5=CC=CC=C5)NC(=O)OC(C)(C)C)O)O)OC(=O)C6=CC=CC=C6)(CO4)OC(=O)C)OC)C)OC. Drug 2: C1C(C(OC1N2C=NC(=NC2=O)N)CO)O. Cell line: NCI-H522. Synergy scores: CSS=52.7, Synergy_ZIP=5.71, Synergy_Bliss=6.30, Synergy_Loewe=9.18, Synergy_HSA=10.1. (4) Drug 1: CC(CN1CC(=O)NC(=O)C1)N2CC(=O)NC(=O)C2. Drug 2: CC1C(C(=O)NC(C(=O)N2CCCC2C(=O)N(CC(=O)N(C(C(=O)O1)C(C)C)C)C)C(C)C)NC(=O)C3=C4C(=C(C=C3)C)OC5=C(C(=O)C(=C(C5=N4)C(=O)NC6C(OC(=O)C(N(C(=O)CN(C(=O)C7CCCN7C(=O)C(NC6=O)C(C)C)C)C)C(C)C)C)N)C. Cell line: T-47D. Synergy scores: CSS=5.27, Synergy_ZIP=-1.95, Synergy_Bliss=1.80, Synergy_Loewe=1.24, Synergy_HSA=1.39. (5) Drug 1: CCCS(=O)(=O)NC1=C(C(=C(C=C1)F)C(=O)C2=CNC3=C2C=C(C=N3)C4=CC=C(C=C4)Cl)F. Drug 2: C1=CC(=CC=C1CCCC(=O)O)N(CCCl)CCCl. Cell line: SR. Synergy scores: CSS=45.0, Synergy_ZIP=-4.69, Synergy_Bliss=-8.76, Synergy_Loewe=-13.2, Synergy_HSA=-7.58.